Predict the reactants needed to synthesize the given product. From a dataset of Full USPTO retrosynthesis dataset with 1.9M reactions from patents (1976-2016). (1) Given the product [CH:1]1([C:4]2[N:8]=[C:7]([C:9]3[C:17]4[CH2:16][CH2:15][O:14][CH2:13][C:12]=4[S:11][C:10]=3[NH:18][C:42]([C:37]3[C:36]([C:34]([O:33][C:29]([CH3:30])([CH3:31])[CH3:32])=[O:35])=[C:40]([CH3:41])[NH:39][N:38]=3)=[O:44])[O:6][N:5]=2)[CH2:3][CH2:2]1, predict the reactants needed to synthesize it. The reactants are: [CH:1]1([C:4]2[N:8]=[C:7]([C:9]3[C:17]4[CH2:16][CH2:15][O:14][CH2:13][C:12]=4[S:11][C:10]=3[NH:18]C(C3CCCC=3C(O)=O)=O)[O:6][N:5]=2)[CH2:3][CH2:2]1.[C:29]([O:33][C:34]([C:36]1[C:37]([C:42]([OH:44])=O)=[N:38][NH:39][C:40]=1[CH3:41])=[O:35])([CH3:32])([CH3:31])[CH3:30].F[B-](F)(F)F.BrC1C=CC=C[N+]=1CC.CCN(C(C)C)C(C)C. (2) Given the product [F:16][C:17]([F:25])([F:24])[C:18]1[C:19]([C:20]([O:22][CH3:23])=[O:21])=[CH:12][NH:13][CH:14]=1, predict the reactants needed to synthesize it. The reactants are: [H-].[Na+].C1(C)C=CC(S([CH2:12][N+:13]#[C-:14])(=O)=O)=CC=1.[F:16][C:17]([F:25])([F:24])/[CH:18]=[CH:19]/[C:20]([O:22][CH3:23])=[O:21].CCOCC.CS(C)=O.